From a dataset of Forward reaction prediction with 1.9M reactions from USPTO patents (1976-2016). Predict the product of the given reaction. (1) Given the reactants Br[C:2]1[C:3]([N:27]2[CH2:33][CH:32]([OH:34])[CH2:31][N:30]([C:35]([O:37][C:38]([CH3:41])([CH3:40])[CH3:39])=[O:36])[CH2:29][CH2:28]2)=[N:4][C:5]([N:8]2[C:16]3[CH:15]=[C:14]([C:17]4[CH:18]=[N:19][N:20]([CH2:22][C:23]([F:26])([F:25])[F:24])[CH:21]=4)[N:13]=[CH:12][C:11]=3[CH:10]=[N:9]2)=[CH:6][CH:7]=1.[CH3:42]B1OB(C)OB(C)O1.C1CCC(P(C2CCCCC2)C2CCCCC2)CC1.C([O-])([O-])=O.[Cs+].[Cs+], predict the reaction product. The product is: [OH:34][CH:32]1[CH2:31][N:30]([C:35]([O:37][C:38]([CH3:39])([CH3:41])[CH3:40])=[O:36])[CH2:29][CH2:28][N:27]([C:3]2[C:2]([CH3:42])=[CH:7][CH:6]=[C:5]([N:8]3[C:16]4[CH:15]=[C:14]([C:17]5[CH:18]=[N:19][N:20]([CH2:22][C:23]([F:25])([F:24])[F:26])[CH:21]=5)[N:13]=[CH:12][C:11]=4[CH:10]=[N:9]3)[N:4]=2)[CH2:33]1. (2) Given the reactants [CH:1]12[CH2:7][CH:4]([CH2:5][CH2:6]1)[CH2:3][CH:2]2[C:8]1[S:12][N:11]=[C:10](SC)[N:9]=1.Cl[C:16]1C=C(C=CC=1)C(OO)=O.[S:26]([O-:29])(O)=[O:27].[Na+], predict the reaction product. The product is: [CH:1]12[CH2:7][CH:4]([CH2:5][CH2:6]1)[CH2:3][CH:2]2[C:8]1[S:12][N:11]=[C:10]([S:26]([CH3:16])(=[O:29])=[O:27])[N:9]=1. (3) The product is: [CH2:1]([O:8][CH2:9][CH2:10][C:11]1([NH2:12])[CH2:14][CH2:13]1)[C:2]1[CH:7]=[CH:6][CH:5]=[CH:4][CH:3]=1. Given the reactants [CH2:1]([O:8][CH2:9][CH2:10][C:11]#[N:12])[C:2]1[CH:7]=[CH:6][CH:5]=[CH:4][CH:3]=1.[CH2:13]([Mg]Br)[CH3:14].B(F)(F)F.CCOCC.[OH-].[Na+].Cl, predict the reaction product. (4) Given the reactants [O:1]1[CH:5]=[N:4][C:3]([C:6]2([NH:10]S(C(C)(C)C)=O)[CH2:9][CH2:8][CH2:7]2)=[N:2]1.[ClH:17], predict the reaction product. The product is: [ClH:17].[O:1]1[CH:5]=[N:4][C:3]([C:6]2([NH2:10])[CH2:9][CH2:8][CH2:7]2)=[N:2]1. (5) Given the reactants [NH:1]1[CH2:6][CH2:5][C:4]2([C:10]3[CH:11]=[CH:12][CH:13]=[CH:14][C:9]=3[C:8](=[O:15])[O:7]2)[CH2:3][CH2:2]1.[CH2:16]([N:23]1[C:31]2[C:26](=[CH:27][CH:28]=[CH:29][CH:30]=2)[C:25]([C:32](O)=[O:33])=[C:24]1[CH3:35])[C:17]1[CH:22]=[CH:21][CH:20]=[CH:19][CH:18]=1, predict the reaction product. The product is: [CH2:16]([N:23]1[C:31]2[C:26](=[CH:27][CH:28]=[CH:29][CH:30]=2)[C:25]([C:32]([N:1]2[CH2:6][CH2:5][C:4]3([C:10]4[CH:11]=[CH:12][CH:13]=[CH:14][C:9]=4[C:8](=[O:15])[O:7]3)[CH2:3][CH2:2]2)=[O:33])=[C:24]1[CH3:35])[C:17]1[CH:18]=[CH:19][CH:20]=[CH:21][CH:22]=1. (6) Given the reactants C[O:2][C:3]([CH:5]1[CH2:10][CH2:9][N:8]([C:11]([N:13]2[C@@:17]([C:19]3[CH:24]=[CH:23][C:22]([Cl:25])=[CH:21][CH:20]=3)([CH3:18])[C@@:16]([C:27]3[CH:32]=[CH:31][C:30]([Cl:33])=[CH:29][CH:28]=3)([CH3:26])[N:15]=[C:14]2[C:34]2[CH:35]=[N:36][C:37]([C:43]([CH3:46])([CH3:45])[CH3:44])=[CH:38][C:39]=2[O:40][CH2:41][CH3:42])=[O:12])[CH2:7][CH2:6]1)=[O:4].O.[OH-].[Li+].Cl, predict the reaction product. The product is: [C:43]([C:37]1[N:36]=[CH:35][C:34]([C:14]2[N:13]([C:11]([N:8]3[CH2:7][CH2:6][CH:5]([C:3]([OH:4])=[O:2])[CH2:10][CH2:9]3)=[O:12])[C@@:17]([C:19]3[CH:24]=[CH:23][C:22]([Cl:25])=[CH:21][CH:20]=3)([CH3:18])[C@@:16]([C:27]3[CH:32]=[CH:31][C:30]([Cl:33])=[CH:29][CH:28]=3)([CH3:26])[N:15]=2)=[C:39]([O:40][CH2:41][CH3:42])[CH:38]=1)([CH3:44])([CH3:45])[CH3:46].